This data is from NCI-60 drug combinations with 297,098 pairs across 59 cell lines. The task is: Regression. Given two drug SMILES strings and cell line genomic features, predict the synergy score measuring deviation from expected non-interaction effect. (1) Drug 1: C1CN1C2=NC(=NC(=N2)N3CC3)N4CC4. Drug 2: CC1=C(N=C(N=C1N)C(CC(=O)N)NCC(C(=O)N)N)C(=O)NC(C(C2=CN=CN2)OC3C(C(C(C(O3)CO)O)O)OC4C(C(C(C(O4)CO)O)OC(=O)N)O)C(=O)NC(C)C(C(C)C(=O)NC(C(C)O)C(=O)NCCC5=NC(=CS5)C6=NC(=CS6)C(=O)NCCC[S+](C)C)O. Cell line: IGROV1. Synergy scores: CSS=17.3, Synergy_ZIP=-8.96, Synergy_Bliss=-0.0308, Synergy_Loewe=-0.407, Synergy_HSA=3.15. (2) Drug 1: CC1=CC2C(CCC3(C2CCC3(C(=O)C)OC(=O)C)C)C4(C1=CC(=O)CC4)C. Drug 2: CC1=C(C(=O)C2=C(C1=O)N3CC4C(C3(C2COC(=O)N)OC)N4)N. Cell line: UO-31. Synergy scores: CSS=4.34, Synergy_ZIP=-3.82, Synergy_Bliss=-2.43, Synergy_Loewe=-13.3, Synergy_HSA=-1.76.